From a dataset of NCI-60 drug combinations with 297,098 pairs across 59 cell lines. Regression. Given two drug SMILES strings and cell line genomic features, predict the synergy score measuring deviation from expected non-interaction effect. (1) Drug 1: C1=CC(=CC=C1CC(C(=O)O)N)N(CCCl)CCCl.Cl. Drug 2: C1CC(=O)NC(=O)C1N2C(=O)C3=CC=CC=C3C2=O. Cell line: CCRF-CEM. Synergy scores: CSS=37.9, Synergy_ZIP=4.80, Synergy_Bliss=13.8, Synergy_Loewe=-18.0, Synergy_HSA=12.6. (2) Drug 1: C1=CC(=CC=C1CCC2=CNC3=C2C(=O)NC(=N3)N)C(=O)NC(CCC(=O)O)C(=O)O. Drug 2: C1CN(CCN1C(=O)CCBr)C(=O)CCBr. Cell line: CCRF-CEM. Synergy scores: CSS=65.3, Synergy_ZIP=1.31, Synergy_Bliss=0.770, Synergy_Loewe=-0.340, Synergy_HSA=4.05. (3) Drug 1: C1=CC(=CC=C1CCCC(=O)O)N(CCCl)CCCl. Drug 2: C(CC(=O)O)C(=O)CN.Cl. Cell line: COLO 205. Synergy scores: CSS=27.1, Synergy_ZIP=-11.3, Synergy_Bliss=-16.8, Synergy_Loewe=-14.4, Synergy_HSA=-11.1. (4) Drug 1: C1=NC2=C(N1)C(=S)N=C(N2)N. Drug 2: CN1C2=C(C=C(C=C2)N(CCCl)CCCl)N=C1CCCC(=O)O.Cl. Cell line: T-47D. Synergy scores: CSS=15.0, Synergy_ZIP=-9.60, Synergy_Bliss=-9.50, Synergy_Loewe=-14.3, Synergy_HSA=-9.08. (5) Drug 1: CC1=C(N=C(N=C1N)C(CC(=O)N)NCC(C(=O)N)N)C(=O)NC(C(C2=CN=CN2)OC3C(C(C(C(O3)CO)O)O)OC4C(C(C(C(O4)CO)O)OC(=O)N)O)C(=O)NC(C)C(C(C)C(=O)NC(C(C)O)C(=O)NCCC5=NC(=CS5)C6=NC(=CS6)C(=O)NCCC[S+](C)C)O. Drug 2: C1CCC(C(C1)N)N.C(=O)(C(=O)[O-])[O-].[Pt+4]. Cell line: 786-0. Synergy scores: CSS=42.0, Synergy_ZIP=5.49, Synergy_Bliss=6.32, Synergy_Loewe=6.20, Synergy_HSA=10.2. (6) Synergy scores: CSS=-8.20, Synergy_ZIP=-13.3, Synergy_Bliss=-30.0, Synergy_Loewe=-31.3, Synergy_HSA=-30.9. Cell line: SK-MEL-2. Drug 1: C1=C(C(=O)NC(=O)N1)F. Drug 2: CC(C1=C(C=CC(=C1Cl)F)Cl)OC2=C(N=CC(=C2)C3=CN(N=C3)C4CCNCC4)N.